Task: Predict which catalyst facilitates the given reaction.. Dataset: Catalyst prediction with 721,799 reactions and 888 catalyst types from USPTO (1) Reactant: [C:1]([O:5][C:6]([NH:8][CH2:9][C:10]1[C:11]([C:28]2[CH:33]=[CH:32][C:31]([CH3:34])=[CH:30][CH:29]=2)=[C:12](/[CH:21]=[CH:22]/[C:23]([O:25]CC)=[O:24])[C:13]([CH3:20])=[N:14][C:15]=1[CH2:16][CH:17]([CH3:19])[CH3:18])=[O:7])([CH3:4])([CH3:3])[CH3:2].[OH-].[Na+].Cl. The catalyst class is: 7. Product: [C:1]([O:5][C:6]([NH:8][CH2:9][C:10]1[C:11]([C:28]2[CH:29]=[CH:30][C:31]([CH3:34])=[CH:32][CH:33]=2)=[C:12](/[CH:21]=[CH:22]/[C:23]([OH:25])=[O:24])[C:13]([CH3:20])=[N:14][C:15]=1[CH2:16][CH:17]([CH3:19])[CH3:18])=[O:7])([CH3:2])([CH3:3])[CH3:4]. (2) The catalyst class is: 3. Product: [Br:1][C:2]1[CH:21]=[CH:20][C:19]([F:22])=[CH:18][C:3]=1[O:4][CH:5]1[CH2:6][N:7]([C:9]2[N:10]=[CH:11][C:12]([C:15]([NH:54][C:55]3[CH:60]=[CH:59][CH:58]=[CH:57][CH:56]=3)=[O:17])=[N:13][CH:14]=2)[CH2:8]1. Reactant: [Br:1][C:2]1[CH:21]=[CH:20][C:19]([F:22])=[CH:18][C:3]=1[O:4][CH:5]1[CH2:8][N:7]([C:9]2[N:10]=[CH:11][C:12]([C:15]([OH:17])=O)=[N:13][CH:14]=2)[CH2:6]1.CN(C(ON1N=NC2C=CC=NC1=2)=[N+](C)C)C.F[P-](F)(F)(F)(F)F.C(N(CC)CC)C.[NH2:54][C:55]1[CH:60]=[CH:59][CH:58]=[CH:57][CH:56]=1.[NH4+].[Cl-]. (3) Reactant: [O:1]=[S:2]1(=[O:51])[CH2:7][CH2:6][N:5]([CH2:8][CH2:9][NH:10][C@:11]23[CH2:46][CH2:45][C@@H:44]([C:47]([OH:50])([CH3:49])[CH3:48])[C@@H:12]2[C@@H:13]2[C@@:26]([CH3:29])([CH2:27][CH2:28]3)[C@@:25]3([CH3:30])[C@@H:16]([C@:17]4([CH3:43])[C@@H:22]([CH2:23][CH2:24]3)[C:21]([CH3:32])([CH3:31])[C:20]([C:33]3[CH:42]=[CH:41][C:36]([C:37]([O:39]C)=[O:38])=[CH:35][CH:34]=3)=[CH:19][CH2:18]4)[CH2:15][CH2:14]2)[CH2:4][CH2:3]1.O.[OH-].[Li+].CO.C(O)(C(F)(F)F)=O. Product: [O:51]=[S:2]1(=[O:1])[CH2:7][CH2:6][N:5]([CH2:8][CH2:9][NH:10][C@:11]23[CH2:46][CH2:45][C@@H:44]([C:47]([OH:50])([CH3:49])[CH3:48])[C@@H:12]2[C@@H:13]2[C@@:26]([CH3:29])([CH2:27][CH2:28]3)[C@@:25]3([CH3:30])[C@@H:16]([C@:17]4([CH3:43])[C@@H:22]([CH2:23][CH2:24]3)[C:21]([CH3:32])([CH3:31])[C:20]([C:33]3[CH:42]=[CH:41][C:36]([C:37]([OH:39])=[O:38])=[CH:35][CH:34]=3)=[CH:19][CH2:18]4)[CH2:15][CH2:14]2)[CH2:4][CH2:3]1. The catalyst class is: 90. (4) Reactant: [F:1][C:2]([F:34])([CH2:30][CH2:31][CH2:32][CH3:33])[C:3](=[O:29])/[CH:4]=[CH:5]/[C@H:6]1[C@H:10]([O:11]CC2C=CC=CC=2)[CH2:9][C:8](=[O:19])[C@@H:7]1[CH2:20]/[CH:21]=[CH:22]\[CH2:23][CH2:24][CH2:25][C:26]([OH:28])=[O:27]. Product: [CH3:33][CH2:32][CH2:31][CH2:30][C:2]([F:34])([F:1])[C@:3]1([OH:29])[O:11][C@@H:10]2[CH2:9][C:8]([C@H:7]([CH2:20][CH2:21][CH2:22][CH2:23][CH2:24][CH2:25][C:26]([OH:28])=[O:27])[C@H:6]2[CH2:5][CH2:4]1)=[O:19]. The catalyst class is: 78. (5) The catalyst class is: 17. Reactant: [C:1]([CH:3]=[C:4]1[CH2:9][CH2:8][N:7]([C:10]2[CH:15]=[CH:14][C:13]([N:16]3[CH2:20][C@H:19]([CH2:21][NH2:22])[O:18][C:17]3=[O:23])=[CH:12][C:11]=2[F:24])[CH2:6][CH2:5]1)#[N:2].[C:25](Cl)(=[O:28])[CH2:26][CH3:27]. Product: [C:1]([CH:3]=[C:4]1[CH2:9][CH2:8][N:7]([C:10]2[CH:15]=[CH:14][C:13]([N:16]3[CH2:20][C@H:19]([CH2:21][NH:22][C:25](=[O:28])[CH2:26][CH3:27])[O:18][C:17]3=[O:23])=[CH:12][C:11]=2[F:24])[CH2:6][CH2:5]1)#[N:2].